This data is from Forward reaction prediction with 1.9M reactions from USPTO patents (1976-2016). The task is: Predict the product of the given reaction. (1) Given the reactants [N:1]1([C:10]2[CH:15]=[CH:14][C:13]([C:16]3[O:17][CH:18]=[C:19]([CH2:21]O)[N:20]=3)=[CH:12][CH:11]=2)[C:5]2[CH:6]=[CH:7][CH:8]=[CH:9][C:4]=2[N:3]=[CH:2]1.S(Cl)([Cl:25])=O, predict the reaction product. The product is: [Cl:25][CH2:21][C:19]1[N:20]=[C:16]([C:13]2[CH:14]=[CH:15][C:10]([N:1]3[C:5]4[CH:6]=[CH:7][CH:8]=[CH:9][C:4]=4[N:3]=[CH:2]3)=[CH:11][CH:12]=2)[O:17][CH:18]=1. (2) Given the reactants [Cl:1][C:2]1[CH:7]=[N:6][N:5]([C:8]2[CH:13]=[CH:12][C:11]([C:14]([F:17])([F:16])[F:15])=[CH:10][C:9]=2[Cl:18])[C:4](=[O:19])[C:3]=1[O:20]C.[Cl:22][C:23]1[C:24](=[O:42])[N:25]([C:31]2[CH:36]=[CH:35][C:34]([C:37]([F:40])([F:39])[F:38])=[CH:33][C:32]=2[Cl:41])[N:26]=[CH:27][C:28]=1[O:29]C.N1CCOCC1, predict the reaction product. The product is: [Cl:1][C:2]1[CH:7]=[N:6][N:5]([C:8]2[CH:13]=[CH:12][C:11]([C:14]([F:17])([F:16])[F:15])=[CH:10][C:9]=2[Cl:18])[C:4](=[O:19])[C:3]=1[OH:20].[Cl:22][C:23]1[C:24](=[O:42])[N:25]([C:31]2[CH:36]=[CH:35][C:34]([C:37]([F:39])([F:40])[F:38])=[CH:33][C:32]=2[Cl:41])[N:26]=[CH:27][C:28]=1[OH:29].